Regression. Given two drug SMILES strings and cell line genomic features, predict the synergy score measuring deviation from expected non-interaction effect. From a dataset of NCI-60 drug combinations with 297,098 pairs across 59 cell lines. Drug 1: CC12CCC3C(C1CCC2=O)CC(=C)C4=CC(=O)C=CC34C. Drug 2: CC1=C2C(C(=O)C3(C(CC4C(C3C(C(C2(C)C)(CC1OC(=O)C(C(C5=CC=CC=C5)NC(=O)OC(C)(C)C)O)O)OC(=O)C6=CC=CC=C6)(CO4)OC(=O)C)O)C)O. Cell line: SF-268. Synergy scores: CSS=58.7, Synergy_ZIP=-4.62, Synergy_Bliss=-4.18, Synergy_Loewe=-10.7, Synergy_HSA=-2.60.